From a dataset of Reaction yield outcomes from USPTO patents with 853,638 reactions. Predict the reaction yield, written as a fraction of the theoretical maximum amount of product (1.0 means a 100% yield; for example, 0.34 means a 34% yield). (1) The reactants are [Cl:1][C:2]1[CH:3]=[C:4]([C:8]2[C:13]([O:14][CH:15]([F:17])[F:16])=[CH:12][CH:11]=[C:10]([CH2:18][C:19]3[CH:20]=[CH:21][C:22]([CH2:25][NH2:26])=[N:23][CH:24]=3)[CH:9]=2)[CH:5]=[CH:6][CH:7]=1.C(N(CC)CC)C.Cl[C:35]([O:37][C:38]1[CH:43]=[CH:42][CH:41]=[CH:40][CH:39]=1)=[O:36]. The catalyst is ClCCl. The product is [C:38]1([O:37][C:35](=[O:36])[NH:26][CH2:25][C:22]2[CH:21]=[CH:20][C:19]([CH2:18][C:10]3[CH:9]=[C:8]([C:4]4[CH:5]=[CH:6][CH:7]=[C:2]([Cl:1])[CH:3]=4)[C:13]([O:14][CH:15]([F:16])[F:17])=[CH:12][CH:11]=3)=[CH:24][N:23]=2)[CH:43]=[CH:42][CH:41]=[CH:40][CH:39]=1. The yield is 0.510. (2) The reactants are [O:1]1[C:5]2[CH:6]=[CH:7][C:8]([C:10]3([C:13]([NH:15][C:16]4[CH:17]=[C:18]5[C:22](=[CH:23][CH:24]=4)[NH:21][C:20]([C:25](OCC)=[O:26])=[CH:19]5)=[O:14])[CH2:12][CH2:11]3)=[CH:9][C:4]=2[O:3][CH2:2]1.[Li+].[BH4-]. The catalyst is C1COCC1.O. The product is [O:1]1[C:5]2[CH:6]=[CH:7][C:8]([C:10]3([C:13]([NH:15][C:16]4[CH:17]=[C:18]5[C:22](=[CH:23][CH:24]=4)[NH:21][C:20]([CH2:25][OH:26])=[CH:19]5)=[O:14])[CH2:12][CH2:11]3)=[CH:9][C:4]=2[O:3][CH2:2]1. The yield is 0.730. (3) The reactants are [CH2:1]([C:3]1[N:4]=[C:5]([CH2:27][CH2:28][CH3:29])[N:6]([CH2:12][C:13]2[CH:18]=[CH:17][C:16]([C:19]3[C:20]([C:25]#[N:26])=[CH:21][CH:22]=[CH:23][CH:24]=3)=[CH:15][CH:14]=2)[C:7](=[O:11])[C:8]=1[CH:9]=[O:10])[CH3:2].P([O-])(O)(O)=[O:31].[Na+].CC(=CC)C.Cl([O-])=O.[Na+]. The catalyst is C(O)(C)(C)C.C(OCC)(=O)C.O. The product is [C:25]([C:20]1[CH:21]=[CH:22][CH:23]=[CH:24][C:19]=1[C:16]1[CH:17]=[CH:18][C:13]([CH2:12][N:6]2[C:7](=[O:11])[C:8]([C:9]([OH:31])=[O:10])=[C:3]([CH2:1][CH3:2])[N:4]=[C:5]2[CH2:27][CH2:28][CH3:29])=[CH:14][CH:15]=1)#[N:26]. The yield is 1.00. (4) The reactants are [OH:1][C:2]1[CH:9]=[CH:8][C:5]([CH:6]=[O:7])=[CH:4][CH:3]=1.Br[CH2:11][CH:12]([OH:17])[C:13]([F:16])([F:15])[F:14]. No catalyst specified. The product is [F:14][C:13]([F:16])([F:15])[CH:12]([OH:17])[CH2:11][O:1][C:2]1[CH:9]=[CH:8][C:5]([CH:6]=[O:7])=[CH:4][CH:3]=1. The yield is 0.840. (5) The reactants are C[O:2][C:3](=[O:21])[C:4]1[CH:9]=[CH:8][C:7]([O:10]C)=[N:6][C:5]=1[NH:12][C:13]1[CH:18]=[CH:17][C:16]([Br:19])=[CH:15][C:14]=1[F:20].COC(=O)C1C=CC(Cl)=NC=1NC1C=CC(Br)=CC=1F.C[O-].[Na+].CO. The catalyst is C(O)(=O)C. The product is [Br:19][C:16]1[CH:17]=[CH:18][C:13]([NH:12][C:5]2[NH:6][C:7](=[O:10])[CH:8]=[CH:9][C:4]=2[C:3]([OH:21])=[O:2])=[C:14]([F:20])[CH:15]=1. The yield is 0.880. (6) The reactants are [CH:1]([C:5]1[CH:10]=[CH:9][C:8]([N:11]2[C:20](=[O:21])[C:19]3[C:14](=[CH:15][CH:16]=[CH:17][CH:18]=3)[N:13]=[C:12]2[C:22]2[CH:27]=[CH:26][C:25]([N+:28]([O-])=O)=[C:24]([N+:31]([O-])=O)[CH:23]=2)=[CH:7][CH:6]=1)([CH2:3][CH3:4])[CH3:2]. The catalyst is CCO. The product is [CH:1]([C:5]1[CH:6]=[CH:7][C:8]([N:11]2[C:20](=[O:21])[C:19]3[C:14](=[CH:15][CH:16]=[CH:17][CH:18]=3)[N:13]=[C:12]2[C:22]2[CH:27]=[CH:26][C:25]([NH2:28])=[C:24]([NH2:31])[CH:23]=2)=[CH:9][CH:10]=1)([CH2:3][CH3:4])[CH3:2]. The yield is 0.620.